This data is from Full USPTO retrosynthesis dataset with 1.9M reactions from patents (1976-2016). The task is: Predict the reactants needed to synthesize the given product. The reactants are: C([NH:8][C@H:9]1[CH2:14][CH2:13][N:12]([C:15]([O:17][C:18]([CH3:21])([CH3:20])[CH3:19])=[O:16])[CH2:11][C@H:10]1[O:22][CH2:23][CH2:24][CH2:25][F:26])C1C=CC=CC=1.C([O-])=O.[NH4+]. Given the product [NH2:8][C@H:9]1[CH2:14][CH2:13][N:12]([C:15]([O:17][C:18]([CH3:19])([CH3:20])[CH3:21])=[O:16])[CH2:11][C@H:10]1[O:22][CH2:23][CH2:24][CH2:25][F:26], predict the reactants needed to synthesize it.